The task is: Binary Classification. Given a T-cell receptor sequence (or CDR3 region) and an epitope sequence, predict whether binding occurs between them.. This data is from TCR-epitope binding with 47,182 pairs between 192 epitopes and 23,139 TCRs. (1) The epitope is FIAGLIAIV. The TCR CDR3 sequence is CAISAGTSDTQYF. Result: 1 (the TCR binds to the epitope). (2) The epitope is GLCTLVAML. The TCR CDR3 sequence is CASSQSPGGVEFF. Result: 1 (the TCR binds to the epitope). (3) The epitope is TSDLATNNLVVMAY. The TCR CDR3 sequence is CASSFPQNTEAFF. Result: 0 (the TCR does not bind to the epitope). (4) The epitope is YLNTLTLAV. The TCR CDR3 sequence is CASSFQLDGQFF. Result: 0 (the TCR does not bind to the epitope).